Dataset: Reaction yield outcomes from USPTO patents with 853,638 reactions. Task: Predict the reaction yield, written as a fraction of the theoretical maximum amount of product (1.0 means a 100% yield; for example, 0.34 means a 34% yield). The reactants are [CH2:1]([C:3]1[C:11]([CH3:12])=[C:10]2[C:6]([C:7](=[O:13])[O:8][CH2:9]2)=[C:5]([O:14][CH2:15][CH2:16][Si:17]([CH3:20])([CH3:19])[CH3:18])[C:4]=1CC=O)[CH3:2].C1(P(C2C=CC=CC=2)(C2C=CC=CC=2)=C(C)C=[O:33])C=CC=CC=1.[C:47]1([CH3:53])[CH:52]=CC=[CH:49][CH:48]=1. No catalyst specified. The product is [CH2:1]([C:3]1[C:11]([CH3:12])=[C:10]2[C:6]([C:7](=[O:13])[O:8][CH2:9]2)=[C:5]([O:14][CH2:15][CH2:16][Si:17]([CH3:18])([CH3:19])[CH3:20])[C:4]=1[CH2:49][CH:48]=[C:47]([CH3:53])[CH:52]=[O:33])[CH3:2]. The yield is 0.770.